This data is from Peptide-MHC class II binding affinity with 134,281 pairs from IEDB. The task is: Regression. Given a peptide amino acid sequence and an MHC pseudo amino acid sequence, predict their binding affinity value. This is MHC class II binding data. The peptide sequence is TKWDNSFLEILYGYE. The MHC is DRB1_0301 with pseudo-sequence DRB1_0301. The binding affinity (normalized) is 0.219.